From a dataset of Peptide-MHC class I binding affinity with 185,985 pairs from IEDB/IMGT. Regression. Given a peptide amino acid sequence and an MHC pseudo amino acid sequence, predict their binding affinity value. This is MHC class I binding data. (1) The binding affinity (normalized) is 0.143. The MHC is HLA-A30:02 with pseudo-sequence HLA-A30:02. The peptide sequence is AALLLLVAHY. (2) The peptide sequence is FPREGVFVF. The MHC is HLA-A02:02 with pseudo-sequence HLA-A02:02. The binding affinity (normalized) is 0.0220. (3) The peptide sequence is KRLLLKLDF. The MHC is HLA-B27:02 with pseudo-sequence YHTEYREICAKTDENIAYLNYHDYTWAVLAYEWY. The binding affinity (normalized) is 0.130. (4) The peptide sequence is DAAASSLLY. The binding affinity (normalized) is 0.541. The MHC is HLA-A68:01 with pseudo-sequence HLA-A68:01. (5) The peptide sequence is SYMMDDLELI. The binding affinity (normalized) is 0.385. The MHC is HLA-A68:02 with pseudo-sequence HLA-A68:02. (6) The peptide sequence is VGNVYVKF. The MHC is HLA-A30:01 with pseudo-sequence HLA-A30:01. The binding affinity (normalized) is 0.00609. (7) The peptide sequence is GFIGSQKGNIV. The MHC is H-2-Kd with pseudo-sequence H-2-Kd. The binding affinity (normalized) is 0.193.